Dataset: Reaction yield outcomes from USPTO patents with 853,638 reactions. Task: Predict the reaction yield, written as a fraction of the theoretical maximum amount of product (1.0 means a 100% yield; for example, 0.34 means a 34% yield). (1) The reactants are C[O:2][C:3]([CH:5]1[CH:9]([C:10]2[CH:15]=[CH:14][CH:13]=[C:12]([Cl:16])[C:11]=2[F:17])[C:8]([C:20]2[CH:25]=[CH:24][C:23]([Cl:26])=[CH:22][C:21]=2[F:27])([C:18]#[N:19])[CH:7]([CH2:28][C:29]([CH3:40])([CH3:39])[CH2:30][C:31]2[CH:36]=[CH:35][C:34]([O:37][CH3:38])=[CH:33][CH:32]=2)[NH:6]1)=[O:4].[OH-].[Na+].CO.Cl. The product is [Cl:16][C:12]1[C:11]([F:17])=[C:10]([CH:9]2[C:8]([C:20]3[CH:25]=[CH:24][C:23]([Cl:26])=[CH:22][C:21]=3[F:27])([C:18]#[N:19])[CH:7]([CH2:28][C:29]([CH3:40])([CH3:39])[CH2:30][C:31]3[CH:32]=[CH:33][C:34]([O:37][CH3:38])=[CH:35][CH:36]=3)[NH:6][CH:5]2[C:3]([OH:4])=[O:2])[CH:15]=[CH:14][CH:13]=1. The catalyst is O1CCCC1. The yield is 1.00. (2) The reactants are FC(F)(F)C(O)=O.[C:8]1([C:14]2[CH:19]=[C:18]([CH:20]3[CH2:25][CH2:24][NH:23][CH2:22][CH2:21]3)[CH:17]=[CH:16][C:15]=2[NH:26][C:27]([C:29]2[NH:30][CH:31]=[C:32]([C:34]#[N:35])[N:33]=2)=[O:28])[CH2:13][CH2:12][CH2:11][CH2:10][CH:9]=1.CCN(CC)CC.Cl.[C:44](Cl)(=[O:51])[C:45]1[CH:50]=[CH:49][CH:48]=[N:47][CH:46]=1.CO. The catalyst is C(Cl)Cl.CCOC(C)=O. The product is [C:8]1([C:14]2[CH:19]=[C:18]([CH:20]3[CH2:21][CH2:22][N:23]([C:44]([C:45]4[CH:46]=[N:47][CH:48]=[CH:49][CH:50]=4)=[O:51])[CH2:24][CH2:25]3)[CH:17]=[CH:16][C:15]=2[NH:26][C:27]([C:29]2[NH:30][CH:31]=[C:32]([C:34]#[N:35])[N:33]=2)=[O:28])[CH2:13][CH2:12][CH2:11][CH2:10][CH:9]=1. The yield is 0.830. (3) The reactants are [Cl:1][C:2]1[CH:7]=[CH:6][C:5]([NH:8][C:9]2[C:10]([NH2:15])=[CH:11][CH:12]=[CH:13][CH:14]=2)=[CH:4][CH:3]=1.[S:16](N)(N)(=[O:18])=[O:17]. The catalyst is COCCOCCOC.CCOCC. The product is [Cl:1][C:2]1[CH:7]=[CH:6][C:5]([N:8]2[C:9]3[CH:14]=[CH:13][CH:12]=[CH:11][C:10]=3[NH:15][S:16]2(=[O:18])=[O:17])=[CH:4][CH:3]=1. The yield is 0.470. (4) The reactants are Br[C:2]1[CH:3]=[C:4]([NH:10][C:11]2[CH:16]=[CH:15][C:14]([N:17]3[CH2:22][CH2:21][N:20]([CH2:23][CH2:24][F:25])[CH2:19][CH2:18]3)=[CH:13][N:12]=2)[C:5](=[O:9])[N:6]([CH3:8])[CH:7]=1.CN(C)CCN(C)C1C=CC(NC2C(=O)N(C)C=C(B3OC(C)(C)C(C)(C)O3)C=2)=NC=1.[C:57]([O:60][CH2:61][C:62]1[C:67]([N:68]2[CH2:79][CH2:78][N:77]3[C:70](=[CH:71][C:72]4[CH2:73][C:74]([CH3:81])([CH3:80])[CH2:75][C:76]=43)[C:69]2=[O:82])=[CH:66][C:65]([F:83])=[CH:64][C:63]=1Br)(=[O:59])[CH3:58]. No catalyst specified. The product is [F:83][C:65]1[CH:64]=[C:63]([C:2]2[CH:3]=[C:4]([NH:10][C:11]3[CH:16]=[CH:15][C:14]([N:17]4[CH2:22][CH2:21][N:20]([CH2:23][CH2:24][F:25])[CH2:19][CH2:18]4)=[CH:13][N:12]=3)[C:5](=[O:9])[N:6]([CH3:8])[CH:7]=2)[C:62]([CH2:61][O:60][C:57](=[O:59])[CH3:58])=[C:67]([N:68]2[CH2:79][CH2:78][N:77]3[C:70](=[CH:71][C:72]4[CH2:73][C:74]([CH3:80])([CH3:81])[CH2:75][C:76]=43)[C:69]2=[O:82])[CH:66]=1. The yield is 0.330. (5) The reactants are [NH2:1][C:2]1[C:7]2=[C:8](Br)[CH:9]=[C:10]([CH:11]3[CH2:16][CH2:15][N:14]([C:17]([O:19][C:20]([CH3:23])([CH3:22])[CH3:21])=[O:18])[CH2:13][CH2:12]3)[N:6]2[N:5]=[CH:4][N:3]=1.[CH2:25]([O:32][C:33]1[CH:34]=[C:35](B(O)O)[CH:36]=[CH:37][CH:38]=1)[C:26]1[CH:31]=[CH:30][CH:29]=[CH:28][CH:27]=1. No catalyst specified. The product is [NH2:1][C:2]1[C:7]2=[C:8]([C:35]3[CH:36]=[CH:37][CH:38]=[C:33]([O:32][CH2:25][C:26]4[CH:31]=[CH:30][CH:29]=[CH:28][CH:27]=4)[CH:34]=3)[CH:9]=[C:10]([CH:11]3[CH2:16][CH2:15][N:14]([C:17]([O:19][C:20]([CH3:23])([CH3:22])[CH3:21])=[O:18])[CH2:13][CH2:12]3)[N:6]2[N:5]=[CH:4][N:3]=1. The yield is 0.880. (6) The reactants are [F:1][C:2]1[CH:7]=[CH:6][C:5]([C:8]2[CH:13]=[CH:12][CH:11]=[C:10]([F:14])[CH:9]=2)=[CH:4][C:3]=1[CH2:15][NH:16][C:17]1[C:18]([CH3:31])=[C:19]([CH:27]=[CH:28][C:29]=1[CH3:30])[O:20][CH2:21][C:22]([O:24]CC)=[O:23].[OH-].[Na+]. The product is [F:1][C:2]1[CH:7]=[CH:6][C:5]([C:8]2[CH:13]=[CH:12][CH:11]=[C:10]([F:14])[CH:9]=2)=[CH:4][C:3]=1[CH2:15][NH:16][C:17]1[C:18]([CH3:31])=[C:19]([CH:27]=[CH:28][C:29]=1[CH3:30])[O:20][CH2:21][C:22]([OH:24])=[O:23]. The yield is 0.890. The catalyst is C1COCC1.